From a dataset of Forward reaction prediction with 1.9M reactions from USPTO patents (1976-2016). Predict the product of the given reaction. (1) Given the reactants [F:1][C:2]1[CH:7]=[CH:6][C:5]([N+:8]([O-:10])=[O:9])=[C:4](F)[C:3]=1[CH:12]=[CH2:13].Cl.[CH2:15]([NH2:19])[CH2:16][CH:17]=[CH2:18].C(=O)([O-])[O-].[K+].[K+], predict the reaction product. The product is: [CH2:15]([NH:19][C:4]1[C:5]([N+:8]([O-:10])=[O:9])=[CH:6][CH:7]=[C:2]([F:1])[C:3]=1[CH:12]=[CH2:13])[CH2:16][CH:17]=[CH2:18]. (2) Given the reactants [Si]([O:8][C@H:9]1[CH2:14][CH2:13][CH2:12][CH2:11][C@@H:10]1[N:15]1[CH:27]([CH2:28][CH:29]=O)[C:26]2[C:17](=[CH:18][C:19]([CH2:31][C:32]3[CH:33]=[N:34][C:35]([Cl:38])=[CH:36][CH:37]=3)=[C:20]3[C:25]=2[N:24]=[CH:23][CH:22]=[CH:21]3)[C:16]1=[O:39])(C(C)(C)C)(C)C.[CH3:40][NH:41][CH3:42].C(O)(=O)C.C([BH3-])#N.[Na+], predict the reaction product. The product is: [Cl:38][C:35]1[N:34]=[CH:33][C:32]([CH2:31][C:19]2[CH:18]=[C:17]3[C:16](=[O:39])[N:15]([C@H:10]4[CH2:11][CH2:12][CH2:13][CH2:14][C@@H:9]4[OH:8])[CH:27]([CH2:28][CH2:29][N:41]([CH3:42])[CH3:40])[C:26]3=[C:25]3[C:20]=2[CH:21]=[CH:22][CH:23]=[N:24]3)=[CH:37][CH:36]=1. (3) Given the reactants [CH3:1][N:2]([CH3:22])[CH:3]1[C:11]2[C:6](=[CH:7][CH:8]=[C:9]([C:12]3[N:13](C)[N:14]=[C:15]4[C:20]=3[CH2:19]CC[CH2:16]4)[CH:10]=2)[CH2:5][CH2:4]1.FC(F)(F)S(OC1N([CH2:34][C:35]([F:38])([F:37])[F:36])N=C(C)C=1C)(=O)=O.CN(C)C1C2C(=CC=C(B3OC(C)(C)C(C)(C)O3)C=2)CC1.C([O-])([O-])=O.[Na+].[Na+], predict the reaction product. The product is: [CH3:16][C:15]1[C:20]([CH3:19])=[C:12]([C:9]2[CH:10]=[C:11]3[C:6]([CH2:5][CH2:4][CH:3]3[N:2]([CH3:22])[CH3:1])=[CH:7][CH:8]=2)[N:13]([CH2:34][C:35]([F:38])([F:37])[F:36])[N:14]=1.